This data is from Retrosynthesis with 50K atom-mapped reactions and 10 reaction types from USPTO. The task is: Predict the reactants needed to synthesize the given product. (1) Given the product CC(CCO)c1ccc(Br)cc1, predict the reactants needed to synthesize it. The reactants are: CC(CC(=O)O)c1ccc(Br)cc1. (2) Given the product CCC#Cc1ccc2c(c1)c(F)nn2C1CCCCO1, predict the reactants needed to synthesize it. The reactants are: CCC#C[Si](C)(C)C.Fc1nn(C2CCCCO2)c2ccc(Br)cc12. (3) The reactants are: N#Cc1cc2c(Cl)ccnc2cc1O.OCCOC1CCOCC1. Given the product N#Cc1cc2c(Cl)ccnc2cc1OCCOC1CCOCC1, predict the reactants needed to synthesize it. (4) Given the product CC(C)S(=O)(=O)N[C@@H]1COC[C@H]1OS(C)(=O)=O, predict the reactants needed to synthesize it. The reactants are: CC(C)S(=O)(=O)N[C@@H]1COC[C@H]1O.CS(=O)(=O)Cl. (5) Given the product CN1CCC(Sc2ncccc2C(=O)O)C1, predict the reactants needed to synthesize it. The reactants are: CN1CCC(S)C1.O=C(O)c1cccnc1Cl.